Dataset: Full USPTO retrosynthesis dataset with 1.9M reactions from patents (1976-2016). Task: Predict the reactants needed to synthesize the given product. (1) Given the product [O:6]=[C:5]1[CH2:4][CH:3]([C:7]2[CH:8]=[C:9]([CH:14]=[CH:15][CH:16]=2)[C:10]([O:12][CH3:13])=[O:11])[CH2:2]1, predict the reactants needed to synthesize it. The reactants are: Cl[C:2]1(Cl)[C:5](=[O:6])[CH2:4][CH:3]1[C:7]1[CH:8]=[C:9]([CH:14]=[CH:15][CH:16]=1)[C:10]([O:12][CH3:13])=[O:11]. (2) Given the product [C:38]1([CH:37]([SH+:44][C:45]2[CH:50]=[CH:49][CH:48]=[CH:47][CH:46]=2)[C:31]2[CH:36]=[CH:35][CH:34]=[CH:33][CH:32]=2)[CH:39]=[CH:40][CH:41]=[CH:42][CH:43]=1.[F:21][C:15]([F:20])([S:16]([OH:19])(=[O:18])=[O:17])[CH2:14][O:13][C:11](=[O:12])[CH2:10][C:7]1[CH:6]=[CH:5][C:4]([O:3][CH3:2])=[CH:9][CH:8]=1, predict the reactants needed to synthesize it. The reactants are: [Na+].[CH3:2][O:3][C:4]1[CH:9]=[CH:8][C:7]([CH2:10][C:11]([O:13][CH2:14][C:15]([F:21])([F:20])[S:16]([O-:19])(=[O:18])=[O:17])=[O:12])=[CH:6][CH:5]=1.[Na].FC(F)(F)S([O-])(=O)=O.[C:31]1([CH:37]([SH+:44][C:45]2[CH:50]=[CH:49][CH:48]=[CH:47][CH:46]=2)[C:38]2[CH:43]=[CH:42][CH:41]=[CH:40][CH:39]=2)[CH:36]=[CH:35][CH:34]=[CH:33][CH:32]=1.